Dataset: Full USPTO retrosynthesis dataset with 1.9M reactions from patents (1976-2016). Task: Predict the reactants needed to synthesize the given product. (1) Given the product [NH2:1][C:2]1[C:17]([Br:18])=[CH:16][C:5]2[C:6]([C:12]([NH:13][CH3:14])=[O:15])=[C:7]([C:20]3[CH:25]=[N:24][C:23]([F:26])=[CH:22][CH:21]=3)[O:8][C:4]=2[CH:3]=1, predict the reactants needed to synthesize it. The reactants are: [NH2:1][C:2]1[C:17]([Br:18])=[CH:16][C:5]2[C:6]([C:12](=[O:15])[NH:13][CH3:14])=[C:7](B(O)O)[O:8][C:4]=2[CH:3]=1.Br[C:20]1[CH:21]=[CH:22][C:23]([F:26])=[N:24][CH:25]=1. (2) Given the product [O:23]1[C:32]2[CH:31]=[C:30]([CH2:33][NH:20][C@@H:17]3[CH2:16][CH2:15][C@@H:14]([CH2:13][CH2:12][C:11]4[C:10]5[C:5](=[CH:6][CH:7]=[C:8]([O:21][CH3:22])[N:9]=5)[N:4]=[CH:3][C:2]=4[F:1])[O:19][CH2:18]3)[N:29]=[CH:28][C:27]=2[O:26][CH2:25][CH2:24]1, predict the reactants needed to synthesize it. The reactants are: [F:1][C:2]1[CH:3]=[N:4][C:5]2[C:10]([C:11]=1[CH2:12][CH2:13][C@H:14]1[O:19][CH2:18][C@H:17]([NH2:20])[CH2:16][CH2:15]1)=[N:9][C:8]([O:21][CH3:22])=[CH:7][CH:6]=2.[O:23]1[C:32]2[CH:31]=[C:30]([CH:33]=O)[N:29]=[CH:28][C:27]=2[O:26][CH2:25][CH2:24]1.C(O[BH-](OC(=O)C)OC(=O)C)(=O)C.[Na+].Cl. (3) Given the product [Cl:1][C:2]1[CH:7]=[CH:6][C:5]([C:8]2[S:36][CH:11]3[C:12](=[O:35])[N:13]([C:16]4[CH:21]=[CH:20][C:19]([OH:22])=[C:18]([O:33][CH3:34])[CH:17]=4)[CH:14]=[CH:15][CH:10]3[CH:9]=2)=[CH:4][CH:3]=1, predict the reactants needed to synthesize it. The reactants are: [Cl:1][C:2]1[CH:7]=[CH:6][C:5]([C:8]2[S:36][CH:11]3[C:12](=[O:35])[N:13]([C:16]4[CH:21]=[CH:20][C:19]([O:22][Si](C(C)C)(C(C)C)C(C)C)=[C:18]([O:33][CH3:34])[CH:17]=4)[CH:14]=[CH:15][CH:10]3[CH:9]=2)=[CH:4][CH:3]=1.CCCC[N+](CCCC)(CCCC)CCCC.[F-].CCOC(C)=O. (4) The reactants are: [CH:1]1([C:4]2[CH:10]=[CH:9][CH:8]=[C:7]([CH3:11])[C:5]=2[O-:6])[CH2:3][CH2:2]1.[Na+].C1(=O)CCCCC1.[OH:20][C:21]1[CH:26]=[C:25]([Cl:27])[N:24]=[N:23][C:22]=1Cl.C1(C2C=CC=C(C)C=2O)CC1. Given the product [Cl:27][C:25]1[N:24]=[N:23][C:22]([O:6][C:5]2[C:7]([CH3:11])=[CH:8][CH:9]=[CH:10][C:4]=2[CH:1]2[CH2:3][CH2:2]2)=[C:21]([OH:20])[CH:26]=1, predict the reactants needed to synthesize it. (5) Given the product [F:1][C:2]1[C:3]([O:24][CH3:25])=[C:4]([CH:8]([CH2:21][CH2:22][CH3:23])[CH2:9][C:10]([OH:20])([C:16]([F:19])([F:18])[F:17])[CH:11]=[O:12])[CH:5]=[CH:6][CH:7]=1, predict the reactants needed to synthesize it. The reactants are: [F:1][C:2]1[C:3]([O:24][CH3:25])=[C:4]([CH:8]([CH2:21][CH2:22][CH3:23])[CH2:9][C:10]([OH:20])([C:16]([F:19])([F:18])[F:17])[C:11](OCC)=[O:12])[CH:5]=[CH:6][CH:7]=1.[H-].[Al+3].[Li+].[H-].[H-].[H-].C(OCC)(=O)C.O. (6) Given the product [O:1]=[C:2]1[C:10]2([C:22]3[C:13](=[CH:14][C:15]4[O:20][CH2:19][CH2:18][O:17][C:16]=4[CH:21]=3)[O:12][CH2:11]2)[C:9]2[C:4](=[CH:5][CH:6]=[CH:7][CH:8]=2)[N:3]1[CH2:23][C:24]1[O:28][C:27]([C:29]([OH:31])=[O:30])=[CH:26][CH:25]=1, predict the reactants needed to synthesize it. The reactants are: [O:1]=[C:2]1[C:10]2([C:22]3[C:13](=[CH:14][C:15]4[O:20][CH2:19][CH2:18][O:17][C:16]=4[CH:21]=3)[O:12][CH2:11]2)[C:9]2[C:4](=[CH:5][CH:6]=[CH:7][CH:8]=2)[N:3]1[CH2:23][C:24]1[O:28][C:27]([C:29]([O:31]C)=[O:30])=[CH:26][CH:25]=1.[OH-].[Li+].Cl. (7) Given the product [Cl:1][C:2]1[CH:7]=[C:6]([Cl:8])[CH:5]=[CH:4][C:3]=1[C:9]1[O:13][C:12]([S:14][CH2:22][CH2:23][CH2:24][CH2:25][C:26]([O:28][CH3:29])=[O:27])=[N:11][N:10]=1, predict the reactants needed to synthesize it. The reactants are: [Cl:1][C:2]1[CH:7]=[C:6]([Cl:8])[CH:5]=[CH:4][C:3]=1[C:9]1[O:13][C:12]([SH:14])=[N:11][N:10]=1.C(=O)([O-])[O-].[K+].[K+].Br[CH2:22][CH2:23][CH2:24][CH2:25][C:26]([O:28][CH3:29])=[O:27].O. (8) Given the product [Cl:19][CH2:20][CH2:21][CH2:22][S:9]([C:4]1[CH:5]=[CH:6][C:7]([F:8])=[C:2]([F:1])[CH:3]=1)(=[O:11])=[O:10], predict the reactants needed to synthesize it. The reactants are: [F:1][C:2]1[CH:3]=[C:4]([S:9]([OH:11])=[O:10])[CH:5]=[CH:6][C:7]=1[F:8].C(N(CC)CC)C.[Cl:19][CH2:20][CH2:21][CH2:22]I. (9) Given the product [CH3:13][O:12][C:9]1[N:10]=[C:11]2[C:6](=[CH:7][CH:8]=1)[N:5]=[CH:4][CH:3]=[C:2]2[O:1][S:24]([C:23]([F:36])([F:35])[F:22])(=[O:26])=[O:25], predict the reactants needed to synthesize it. The reactants are: [OH:1][C:2]1[C:11]2[C:6](=[CH:7][CH:8]=[C:9]([O:12][CH3:13])[N:10]=2)[N:5]=[CH:4][CH:3]=1.N1C(C)=CC=CC=1C.[F:22][C:23]([F:36])([F:35])[S:24](O[S:24]([C:23]([F:36])([F:35])[F:22])(=[O:26])=[O:25])(=[O:26])=[O:25].